From a dataset of hERG Central: cardiac toxicity at 1µM, 10µM, and general inhibition. Predict hERG channel inhibition at various concentrations. (1) The molecule is Cc1ccc(C)c(-n2cc(CNCCCn3cccn3)c(-c3ccccc3)n2)c1. Results: hERG_inhib (hERG inhibition (general)): blocker. (2) The molecule is CSc1ccc(CN(C)C(=O)C2CCN(C(=O)Nc3ccccc3)CC2)cc1. Results: hERG_inhib (hERG inhibition (general)): blocker. (3) The drug is CC(C(=O)Nc1nc2ccccc2s1)n1cc([N+](=O)[O-])cn1. Results: hERG_inhib (hERG inhibition (general)): blocker. (4) The molecule is COc1ccc(/C=C/CN2CCC(CO)(Cc3ccccc3Cl)CC2)cc1. Results: hERG_inhib (hERG inhibition (general)): blocker. (5) The compound is O=C(c1ccccc1)c1ccc(OCC(O)CN2CCN(S(=O)(=O)N3CCCCC3)CC2)cc1. Results: hERG_inhib (hERG inhibition (general)): blocker. (6) The compound is O=C(Cn1cc(S(=O)(=O)N2CCN(c3ccccc3F)CC2)c2ccccc2c1=O)NCCCN1CCCCCC1. Results: hERG_inhib (hERG inhibition (general)): blocker.